This data is from Forward reaction prediction with 1.9M reactions from USPTO patents (1976-2016). The task is: Predict the product of the given reaction. (1) The product is: [ClH:18].[CH3:15][O:14][C:11]1[CH:12]=[CH:13][C:8]([C@:3]23[CH2:5][C@H:4]2[CH2:6][NH:1][CH2:2]3)=[CH:9][CH:10]=1. Given the reactants [NH2:1][CH2:2][C:3]1([C:8]2[CH:13]=[CH:12][C:11]([O:14][CH3:15])=[CH:10][CH:9]=2)[CH2:5][CH:4]1[CH2:6]O.S(Cl)([Cl:18])=O, predict the reaction product. (2) Given the reactants C(OC(=O)[NH:10][C@H:11]1[C@@H:14]([CH2:15][N:16]2[CH2:20][CH2:19][O:18][C:17]2=[O:21])[NH:13][C:12]1=[O:22])C1C=CC=CC=1, predict the reaction product. The product is: [NH2:10][C@@H:11]1[C:12](=[O:22])[NH:13][C@@H:14]1[CH2:15][N:16]1[CH2:20][CH2:19][O:18][C:17]1=[O:21]. (3) Given the reactants [Cl:1][C:2]1[CH:3]=[C:4]([C@@H:12]([CH2:26][CH:27]2CC[CH2:29][CH2:28]2)[C:13]([NH:15][C:16]2[CH:20]=[CH:19][N:18]([CH2:21]CC(O)=O)[N:17]=2)=[O:14])[CH:5]=[CH:6][C:7]=1[S:8]([CH3:11])(=[O:10])=[O:9].[C:32](Cl)(=[O:36])[C:33](Cl)=O.NC1C=CN([CH2:44][C:45](C)([OH:47])[CH3:46])N=1.N1C(C)=CC=CC=1C, predict the reaction product. The product is: [Cl:1][C:2]1[CH:3]=[C:4]([CH:12]([CH2:26][CH:27]2[CH2:33][CH2:32][O:36][CH2:29][CH2:28]2)[C:13]([NH:15][C:16]2[CH:20]=[CH:19][N:18]([CH2:21][C:45]([OH:47])([CH3:46])[CH3:44])[N:17]=2)=[O:14])[CH:5]=[CH:6][C:7]=1[S:8]([CH3:11])(=[O:9])=[O:10]. (4) Given the reactants CS[C:3]1[O:7][C:6]([C:8]2[CH:9]=[CH:10][C:11]3[N:15]=[CH:14][N:13]([C:16]4[CH:21]=[CH:20][C:19]([O:22][C:23]([F:26])([F:25])[F:24])=[CH:18][CH:17]=4)[C:12]=3[CH:27]=2)=[N:5][N:4]=1.[C:28](#N)C.ClC1C=CC=C(C(OO)=O)C=1.[S:42]([O-:46])([O-])(=[O:44])=S.[Na+].[Na+], predict the reaction product. The product is: [CH3:28][S:42]([C:3]1[O:7][C:6]([C:8]2[CH:9]=[CH:10][C:11]3[N:15]=[CH:14][N:13]([C:16]4[CH:17]=[CH:18][C:19]([O:22][C:23]([F:25])([F:26])[F:24])=[CH:20][CH:21]=4)[C:12]=3[CH:27]=2)=[N:5][N:4]=1)(=[O:46])=[O:44]. (5) Given the reactants [N:1]1[C:5]2[CH:6]=[CH:7][C:8]([NH:10][C:11]3[O:12][CH2:13][C:14](=[O:21])[C:15]=3[C:16]([O:18][CH2:19][CH3:20])=[O:17])=[CH:9][C:4]=2[NH:3][CH:2]=1.[NH:22]1[C:30]2[C:25](=[CH:26][CH:27]=[CH:28][N:29]=2)[C:24]([CH:31]=O)=[CH:23]1.N1CCCCC1, predict the reaction product. The product is: [NH:22]1[C:30]2=[N:29][CH:28]=[CH:27][CH:26]=[C:25]2[C:24]([CH:31]=[C:13]2[O:12][C:11]([NH:10][C:8]3[CH:7]=[CH:6][C:5]4[N:1]=[CH:2][NH:3][C:4]=4[CH:9]=3)=[C:15]([C:16]([O:18][CH2:19][CH3:20])=[O:17])[C:14]2=[O:21])=[CH:23]1. (6) Given the reactants [Cl:1][C:2]1[C:3]([OH:33])=[CH:4][C:5]([O:12][CH2:13][C@:14]([OH:32])([CH3:31])[CH2:15][NH:16][CH:17]2[CH2:22][CH2:21][N:20]([CH2:23][C:24]3[CH:29]=[CH:28][C:27]([Cl:30])=[CH:26][CH:25]=3)[CH2:19][CH2:18]2)=[C:6]([NH:8][C:9](=[O:11])[CH3:10])[CH:7]=1.[O:34]1[CH:38]=[CH:37][CH:36]=[C:35]1[C:39]([OH:41])=[O:40], predict the reaction product. The product is: [O:34]1[CH:38]=[CH:37][CH:36]=[C:35]1[C:39]([OH:41])=[O:40].[Cl:1][C:2]1[C:3]([OH:33])=[CH:4][C:5]([O:12][CH2:13][C@:14]([OH:32])([CH3:31])[CH2:15][NH:16][CH:17]2[CH2:18][CH2:19][N:20]([CH2:23][C:24]3[CH:25]=[CH:26][C:27]([Cl:30])=[CH:28][CH:29]=3)[CH2:21][CH2:22]2)=[C:6]([NH:8][C:9](=[O:11])[CH3:10])[CH:7]=1. (7) Given the reactants [O:1]1[CH2:6][CH2:5][CH:4]([OH:7])[CH2:3][CH2:2]1.[H-].[Na+].F[C:11]1[CH:16]=[CH:15][C:14]([I:17])=[CH:13][C:12]=1[N+:18]([O-:20])=[O:19], predict the reaction product. The product is: [I:17][C:14]1[CH:15]=[CH:16][C:11]([O:7][CH:4]2[CH2:5][CH2:6][O:1][CH2:2][CH2:3]2)=[C:12]([N+:18]([O-:20])=[O:19])[CH:13]=1. (8) The product is: [CH3:1][O:2][C:3]1[CH:14]=[CH:13][C:6]([CH2:7][NH:8][CH:9]([CH3:12])[CH2:10][OH:11])=[CH:5][CH:4]=1. Given the reactants [CH3:1][O:2][C:3]1[CH:14]=[CH:13][C:6](/[CH:7]=[N:8]/[CH:9]([CH3:12])[CH2:10][OH:11])=[CH:5][CH:4]=1.[BH4-].[Na+], predict the reaction product. (9) Given the reactants [Cl-].O[NH3+:3].[C:4](=[O:7])([O-])[OH:5].[Na+].CS(C)=O.[CH2:13]([C:17]1[N:22]2[N:23]=[CH:24][CH:25]=[C:21]2[N:20]([C@H:26]2[CH2:31][CH2:30][C@H:29]([O:32][CH2:33][CH:34]([OH:36])[CH3:35])[CH2:28][CH2:27]2)[C:19](=[O:37])[C:18]=1[CH2:38][C:39]1[CH:44]=[CH:43][C:42]([C:45]2[C:46]([C:51]#[N:52])=[CH:47][CH:48]=[CH:49][CH:50]=2)=[CH:41][CH:40]=1)[CH2:14][CH2:15][CH3:16], predict the reaction product. The product is: [CH2:13]([C:17]1[N:22]2[N:23]=[CH:24][CH:25]=[C:21]2[N:20]([C@H:26]2[CH2:31][CH2:30][C@H:29]([O:32][CH2:33][CH:34]([OH:36])[CH3:35])[CH2:28][CH2:27]2)[C:19](=[O:37])[C:18]=1[CH2:38][C:39]1[CH:40]=[CH:41][C:42]([C:45]2[CH:50]=[CH:49][CH:48]=[CH:47][C:46]=2[C:51]2[NH:3][C:4](=[O:7])[O:5][N:52]=2)=[CH:43][CH:44]=1)[CH2:14][CH2:15][CH3:16]. (10) The product is: [O:11]=[C:12]([C@H:22]1[CH2:27][CH2:26][C@H:25]([C@H:28]2[CH2:33][CH2:32][C@H:31]([CH2:34][CH2:35][CH2:36][CH2:37][CH3:38])[CH2:30][CH2:29]2)[CH2:24][CH2:23]1)[CH2:13][C:14]1[CH:19]=[CH:18][C:17]([F:20])=[C:16]([F:21])[CH:15]=1. Given the reactants CS(C)=O.C(Cl)(=O)C(Cl)=O.[OH:11][CH:12]([C@H:22]1[CH2:27][CH2:26][C@H:25]([C@H:28]2[CH2:33][CH2:32][C@H:31]([CH2:34][CH2:35][CH2:36][CH2:37][CH3:38])[CH2:30][CH2:29]2)[CH2:24][CH2:23]1)[CH2:13][C:14]1[CH:19]=[CH:18][C:17]([F:20])=[C:16]([F:21])[CH:15]=1.C(N(CC)CC)C, predict the reaction product.